This data is from Catalyst prediction with 721,799 reactions and 888 catalyst types from USPTO. The task is: Predict which catalyst facilitates the given reaction. (1) Reactant: [CH2:1]([N:8]1[CH2:15][CH:14]2[CH2:16][CH:10]([C:11]3[N:12]([C:17](=[O:26])[CH:18]=[C:19]([CH2:21][O:22]COC)[CH:20]=3)[CH2:13]2)[CH2:9]1)[C:2]1[CH:7]=[CH:6][CH:5]=[CH:4][CH:3]=1.FC(F)(F)C(O)=O. Product: [CH2:1]([N:8]1[CH2:15][CH:14]2[CH2:16][CH:10]([C:11]3[N:12]([C:17](=[O:26])[CH:18]=[C:19]([CH2:21][OH:22])[CH:20]=3)[CH2:13]2)[CH2:9]1)[C:2]1[CH:3]=[CH:4][CH:5]=[CH:6][CH:7]=1. The catalyst class is: 13. (2) Reactant: [O:1]1[C:10]2[CH:9]=[C:8]([CH2:11][NH:12][CH2:13][CH:14]3[O:19][CH2:18][CH2:17][N:16]([CH2:20][C:21]4[CH:26]=[CH:25][CH:24]=[CH:23][CH:22]=4)[CH2:15]3)[N:7]=[CH:6][C:5]=2[O:4][CH2:3][CH2:2]1.[C:27](O[C:27]([O:29][C:30]([CH3:33])([CH3:32])[CH3:31])=[O:28])([O:29][C:30]([CH3:33])([CH3:32])[CH3:31])=[O:28]. Product: [O:1]1[C:10]2[CH:9]=[C:8]([CH2:11][N:12]([CH2:13][CH:14]3[O:19][CH2:18][CH2:17][N:16]([CH2:20][C:21]4[CH:26]=[CH:25][CH:24]=[CH:23][CH:22]=4)[CH2:15]3)[C:27](=[O:28])[O:29][C:30]([CH3:33])([CH3:32])[CH3:31])[N:7]=[CH:6][C:5]=2[O:4][CH2:3][CH2:2]1. The catalyst class is: 4. (3) Reactant: [NH2:1][C:2]1[CH:10]=[CH:9][C:8]([O:11][C:12]([F:15])([F:14])[F:13])=[CH:7][C:3]=1[C:4]([OH:6])=O.CCN=C=NCCCN(C)C.C1C=CC2N(O)N=NC=2C=1.CCN(C(C)C)C(C)C.[CH3:46][C:47]([NH2:51])([C:49]#[CH:50])[CH3:48]. Product: [NH2:1][C:2]1[CH:10]=[CH:9][C:8]([O:11][C:12]([F:15])([F:14])[F:13])=[CH:7][C:3]=1[C:4]([NH:51][C:47]([CH3:48])([C:49]#[CH:50])[CH3:46])=[O:6]. The catalyst class is: 2. (4) Reactant: [H-].[K+].Br[C:4]1[CH:12]=[C:11]2[C:7]([CH:8]=[CH:9][NH:10]2)=[CH:6][CH:5]=1.C([Li])(C)(C)C.[Cl:18][C:19]1[CH:30]=[CH:29][C:22]([C:23](N(OC)C)=[O:24])=[CH:21][C:20]=1[S:31](=[O:34])(=[O:33])[NH2:32]. Product: [Cl:18][C:19]1[CH:30]=[CH:29][C:22]([C:23]([C:4]2[CH:12]=[C:11]3[C:7]([CH:8]=[CH:9][NH:10]3)=[CH:6][CH:5]=2)=[O:24])=[CH:21][C:20]=1[S:31]([NH2:32])(=[O:34])=[O:33]. The catalyst class is: 7. (5) Reactant: [CH2:1]([N:3]1[CH2:8][CH2:7][N:6]([C:9]2[CH:15]=[CH:14][C:12]([NH2:13])=[CH:11][CH:10]=2)[CH2:5][CH2:4]1)[CH3:2].Cl[C:17]1[N:22]=[CH:21][N:20]=[C:19]([NH:23][CH3:24])[CH:18]=1.Cl. Product: [CH2:1]([N:3]1[CH2:4][CH2:5][N:6]([C:9]2[CH:15]=[CH:14][C:12]([NH:13][C:17]3[CH:18]=[C:19]([NH:23][CH3:24])[N:20]=[CH:21][N:22]=3)=[CH:11][CH:10]=2)[CH2:7][CH2:8]1)[CH3:2]. The catalyst class is: 12. (6) Reactant: [Al+3].[Cl-].[Cl-].[Cl-].[CH3:5][O:6][C:7](=[O:11])[C:8](Cl)=[O:9].[C:12]1([O:22][CH2:23][CH2:24][N:25]2[CH2:30][CH2:29][O:28][CH2:27][CH2:26]2)[C:21]2[C:16](=[CH:17][CH:18]=[CH:19][CH:20]=2)[CH:15]=[CH:14][CH:13]=1. Product: [CH3:5][O:6][C:7](=[O:11])[C:8]([C:15]1[C:16]2[C:21](=[CH:20][CH:19]=[CH:18][CH:17]=2)[C:12]([O:22][CH2:23][CH2:24][N:25]2[CH2:30][CH2:29][O:28][CH2:27][CH2:26]2)=[CH:13][CH:14]=1)=[O:9]. The catalyst class is: 2. (7) The catalyst class is: 1. Reactant: [Br:1][C:2]1[N:7]=[C:6]([CH:8]=[O:9])[C:5]([Cl:10])=[CH:4][CH:3]=1.[CH3:11][Mg]Br.[Cl-].[NH4+]. Product: [Br:1][C:2]1[N:7]=[C:6]([CH:8]([OH:9])[CH3:11])[C:5]([Cl:10])=[CH:4][CH:3]=1. (8) The catalyst class is: 274. Reactant: [C:14]1(P([C:14]2[CH:19]=[CH:18][CH:17]=[CH:16][CH:15]=2)[C:14]2[CH:19]=[CH:18][CH:17]=[CH:16][CH:15]=2)[CH:19]=[CH:18][CH:17]=[CH:16][CH:15]=1.[CH2:20]([N:22]([CH2:25][CH3:26])[CH2:23]C)C.[CH:27](O)=O.C(O[CH2:34][CH3:35])(=O)C. Product: [CH2:20]([N:22]1[CH2:25][CH:26]=[CH:27][CH:34]([CH3:35])[CH2:23]1)[C:14]1[CH:15]=[CH:16][CH:17]=[CH:18][CH:19]=1. (9) Product: [CH2:17]([N:19]1[C:23]2=[N:24][CH:25]=[C:26]([CH:35]=[O:36])[C:27]([NH:28][CH:29]3[CH2:30][CH2:31][O:32][CH2:33][CH2:34]3)=[C:22]2[CH:21]=[N:20]1)[CH3:18]. Reactant: [Cr](Cl)([O-])(=O)=O.[NH+]1C=CC=CC=1.C([O-])(=O)C.[Na+].[CH2:17]([N:19]1[C:23]2=[N:24][CH:25]=[C:26]([CH2:35][OH:36])[C:27]([NH:28][CH:29]3[CH2:34][CH2:33][O:32][CH2:31][CH2:30]3)=[C:22]2[CH:21]=[N:20]1)[CH3:18]. The catalyst class is: 268.